From a dataset of Forward reaction prediction with 1.9M reactions from USPTO patents (1976-2016). Predict the product of the given reaction. (1) Given the reactants [CH:1]1([O:4][C:5]2[CH:14]=[CH:13][C:8]([C:9]([O:11]C)=[O:10])=[CH:7][C:6]=2[S:15]([N:18]2[CH2:24][CH:23]([OH:25])[CH2:22][O:21][CH2:20][CH2:19]2)(=[O:17])=[O:16])[CH2:3][CH2:2]1.Cl, predict the reaction product. The product is: [CH:1]1([O:4][C:5]2[CH:14]=[CH:13][C:8]([C:9]([OH:11])=[O:10])=[CH:7][C:6]=2[S:15]([N:18]2[CH2:24][CH:23]([OH:25])[CH2:22][O:21][CH2:20][CH2:19]2)(=[O:16])=[O:17])[CH2:3][CH2:2]1. (2) The product is: [F:5][CH2:4][CH:3]([N:6]1[CH2:11][CH2:10][O:9][CH:8]([CH2:12][NH2:13])[CH2:7]1)[CH2:2][F:1]. Given the reactants [F:1][CH2:2][CH:3]([N:6]1[CH2:11][CH2:10][O:9][CH:8]([CH2:12][NH:13]C(=O)OC(C)(C)C)[CH2:7]1)[CH2:4][F:5].Cl, predict the reaction product. (3) Given the reactants [OH:1][CH2:2][CH2:3][CH2:4][C:5]1[CH:10]=[CH:9][C:8]([C:11]2[N:16]=[C:15]([C:17]#[N:18])[C:14]3[N:19]=[N:20][N:21]([CH3:22])[C:13]=3[CH:12]=2)=[CH:7][C:6]=1[C:23]([F:26])([F:25])[F:24].C(Cl)Cl.CC(OI1(OC(C)=O)(OC(C)=O)OC(=O)C2C=CC=CC1=2)=O, predict the reaction product. The product is: [CH3:22][N:21]1[C:13]2[CH:12]=[C:11]([C:8]3[CH:9]=[CH:10][C:5]([CH2:4][CH2:3][CH:2]=[O:1])=[C:6]([C:23]([F:25])([F:24])[F:26])[CH:7]=3)[N:16]=[C:15]([C:17]#[N:18])[C:14]=2[N:19]=[N:20]1. (4) Given the reactants [CH3:1][C:2]([CH3:21])([CH3:20])[C:3]([NH:5][C@@H:6]1[CH2:15][C:14]2[CH:13]=[C:12]([C:16]([O:18]C)=[O:17])[CH:11]=[CH:10][C:9]=2[CH2:8][CH2:7]1)=[O:4].[OH-].[Li+], predict the reaction product. The product is: [CH3:1][C:2]([CH3:21])([CH3:20])[C:3]([NH:5][C@@H:6]1[CH2:15][C:14]2[CH:13]=[C:12]([C:16]([OH:18])=[O:17])[CH:11]=[CH:10][C:9]=2[CH2:8][CH2:7]1)=[O:4]. (5) Given the reactants [F:1][C:2]1[CH:10]=[CH:9][CH:8]=[C:7]([CH3:11])[C:3]=1[C:4]([OH:6])=[O:5].OS(O)(=O)=O.[N+:17]([O-])([OH:19])=[O:18], predict the reaction product. The product is: [F:1][C:2]1[C:3]([C:4]([OH:6])=[O:5])=[C:7]([CH3:11])[C:8]([N+:17]([O-:19])=[O:18])=[CH:9][CH:10]=1. (6) Given the reactants [Cl:1][C:2]1[CH:3]=[C:4]([C:8]2[O:12][N:11]=[C:10]([C@H:13]([OH:15])[CH3:14])[CH:9]=2)[CH:5]=[CH:6][CH:7]=1.CS([C:20]1[N:21]([CH3:33])[C:22]([C:25]2[CH:30]=[CH:29][N:28]([CH3:31])[C:27](=[O:32])[CH:26]=2)=[N:23][N:24]=1)(=O)=O.C(=O)([O-])[O-].[Cs+].[Cs+], predict the reaction product. The product is: [Cl:1][C:2]1[CH:3]=[C:4]([C:8]2[O:12][N:11]=[C:10]([C@H:13]([O:15][C:20]3[N:21]([CH3:33])[C:22]([C:25]4[CH:30]=[CH:29][N:28]([CH3:31])[C:27](=[O:32])[CH:26]=4)=[N:23][N:24]=3)[CH3:14])[CH:9]=2)[CH:5]=[CH:6][CH:7]=1. (7) Given the reactants [N+:1]([C:4]1[CH:9]=[CH:8][C:7]([C@@H:10]2[CH2:12][C@H:11]2[NH:13][C:14](=[O:20])[O:15][C:16]([CH3:19])([CH3:18])[CH3:17])=[CH:6][CH:5]=1)([O-])=O.C(O)C, predict the reaction product. The product is: [NH2:1][C:4]1[CH:9]=[CH:8][C:7]([C@@H:10]2[CH2:12][C@H:11]2[NH:13][C:14](=[O:20])[O:15][C:16]([CH3:18])([CH3:17])[CH3:19])=[CH:6][CH:5]=1. (8) Given the reactants [OH:1][C:2]1[CH:3]=[C:4]2[C:9](=[CH:10][CH:11]=1)[CH:8]=[C:7](B(O)O)[CH:6]=[CH:5]2.Cl[C:16]1[N:21]=[N:20][C:19]([C:22]([O:24]C)=[O:23])=[CH:18][CH:17]=1, predict the reaction product. The product is: [OH:1][C:2]1[CH:3]=[C:4]2[C:9](=[CH:10][CH:11]=1)[CH:8]=[C:7]([C:16]1[N:21]=[N:20][C:19]([C:22]([OH:24])=[O:23])=[CH:18][CH:17]=1)[CH:6]=[CH:5]2.